Dataset: Full USPTO retrosynthesis dataset with 1.9M reactions from patents (1976-2016). Task: Predict the reactants needed to synthesize the given product. Given the product [C:9]([NH:8][C:6]1[C:5]([CH3:12])=[CH:4][C:3]([C:15]([F:22])([F:21])[C:16]([O:18][CH2:19][CH3:20])=[O:17])=[C:2]([F:1])[CH:7]=1)(=[O:11])[CH3:10], predict the reactants needed to synthesize it. The reactants are: [F:1][C:2]1[C:3](I)=[CH:4][C:5]([CH3:12])=[C:6]([NH:8][C:9](=[O:11])[CH3:10])[CH:7]=1.Br[C:15]([F:22])([F:21])[C:16]([O:18][CH2:19][CH3:20])=[O:17].[Cl-].[NH4+].